From a dataset of Peptide-MHC class I binding affinity with 185,985 pairs from IEDB/IMGT. Regression. Given a peptide amino acid sequence and an MHC pseudo amino acid sequence, predict their binding affinity value. This is MHC class I binding data. (1) The peptide sequence is DFAVSKGFFK. The MHC is HLA-A11:01 with pseudo-sequence HLA-A11:01. The binding affinity (normalized) is 0.568. (2) The peptide sequence is RLARAIIEL. The MHC is BoLA-T2b with pseudo-sequence BoLA-T2b. The binding affinity (normalized) is 0.0641. (3) The peptide sequence is ALMSIISTFH. The MHC is HLA-A31:01 with pseudo-sequence HLA-A31:01. The binding affinity (normalized) is 0.205.